Dataset: Reaction yield outcomes from USPTO patents with 853,638 reactions. Task: Predict the reaction yield, written as a fraction of the theoretical maximum amount of product (1.0 means a 100% yield; for example, 0.34 means a 34% yield). (1) The reactants are [Br:1][C:2]1[CH:7]=[CH:6][C:5]([S:8][CH:9]2[CH:14]([OH:15])[CH2:13][CH2:12][N:11]([C:16]([O:18][C:19]([CH3:22])([CH3:21])[CH3:20])=[O:17])[CH2:10]2)=[CH:4][CH:3]=1.CC(OI1(OC(C)=O)(OC(C)=O)OC(=O)C2C=CC=CC1=2)=O. No catalyst specified. The product is [Br:1][C:2]1[CH:3]=[CH:4][C:5]([S:8][CH:9]2[C:14](=[O:15])[CH2:13][CH2:12][N:11]([C:16]([O:18][C:19]([CH3:22])([CH3:21])[CH3:20])=[O:17])[CH2:10]2)=[CH:6][CH:7]=1. The yield is 0.630. (2) The reactants are [C:1]([N-:5][CH2:6][CH:7]([C:9]1[CH:14]=[CH:13][C:12]([Br:15])=[CH:11][N:10]=1)[OH:8])(C)(C)C.[H-].[Na+].[OH2:18]. The catalyst is O1CCCC1. The product is [Br:15][C:12]1[CH:13]=[CH:14][C:9]([CH:7]2[O:8][C:1](=[O:18])[NH:5][CH2:6]2)=[N:10][CH:11]=1. The yield is 0.720. (3) The reactants are [Br:1][C:2]1[CH:10]=[C:9]2[C:5]([CH2:6][C:7]3([CH2:27][CH2:26][CH:25]([O:28][CH3:29])[CH2:24][CH2:23]3)[C:8]2([NH:16][S:17]([C:19]([CH3:22])([CH3:21])[CH3:20])=[O:18])[C:11]([O:13][CH2:14][CH3:15])=C)=[CH:4][CH:3]=1.C[O:31]C1C=CC(P2(SP(C3C=CC(OC)=CC=3)(=S)S2)=S)=CC=1. The catalyst is C1(C)C=CC=CC=1. The product is [Br:1][C:2]1[CH:10]=[C:9]2[C:5]([CH2:6][C:7]3([CH2:27][CH2:26][CH:25]([O:28][CH3:29])[CH2:24][CH2:23]3)[C:8]2([NH:16][S:17]([C:19]([CH3:21])([CH3:22])[CH3:20])=[O:18])[C:11]([O:13][CH2:14][CH3:15])=[O:31])=[CH:4][CH:3]=1. The yield is 0.840. (4) The reactants are [Br:1][C:2]1[CH:3]=[C:4]([N+:19]([O-:21])=[O:20])[C:5]([CH:8](C(OCC)=O)C(OCC)=O)=[N:6][CH:7]=1.C(=O)(O)[O-].[Na+]. The catalyst is Cl. The product is [Br:1][C:2]1[CH:3]=[C:4]([N+:19]([O-:21])=[O:20])[C:5]([CH3:8])=[N:6][CH:7]=1. The yield is 0.720. (5) The reactants are BrC1C=CC(Br)=CC=1C1[O:10][C:11]([C:14]2[CH:19]=[CH:18][C:17]([O:20][CH2:21][CH2:22][CH2:23][CH2:24][CH2:25][CH2:26][CH2:27][CH3:28])=[CH:16][CH:15]=2)=[N:12][N:13]=1.[Br:29][C:30]1[CH:31]=[C:32]([CH:36]=[C:37]([Br:39])[CH:38]=1)[C:33](Cl)=[O:34]. No catalyst specified. The product is [Br:29][C:30]1[CH:31]=[C:32]([CH:36]=[C:37]([Br:39])[CH:38]=1)[C:33]([NH:13][NH:12][C:11](=[O:10])[C:14]1[CH:19]=[CH:18][C:17]([O:20][CH2:21][CH2:22][CH2:23][CH2:24][CH2:25][CH2:26][CH2:27][CH3:28])=[CH:16][CH:15]=1)=[O:34]. The yield is 0.360.